Dataset: CYP2C9 inhibition data for predicting drug metabolism from PubChem BioAssay. Task: Regression/Classification. Given a drug SMILES string, predict its absorption, distribution, metabolism, or excretion properties. Task type varies by dataset: regression for continuous measurements (e.g., permeability, clearance, half-life) or binary classification for categorical outcomes (e.g., BBB penetration, CYP inhibition). Dataset: cyp2c9_veith. (1) The molecule is CC(Oc1ccccc1)c1ccnn1S(=O)(=O)c1ccccc1. The result is 1 (inhibitor). (2) The compound is C[C@@]12CC[C@@H]3[C@H](CC[C@H]4C[C@@H](O[C@@H]5O[C@H](CO)[C@@H](O)[C@H](O)[C@@H]5O)CC[C@]43C)[C@@]1(O)CC[C@@H]2C1=CCOC1=O. The result is 0 (non-inhibitor). (3) The drug is COc1ccc2[nH]cc(CCNc3cc(-c4cccc(C#N)c4)ncn3)c2c1. The result is 0 (non-inhibitor). (4) The molecule is CCOC(=O)c1[nH]c2cc3c(cc2c1NC(=O)CN1CCC2(CC1)OCCO2)OCO3. The result is 0 (non-inhibitor). (5) The drug is O=C1NCCCC1C(=O)Nc1ccccc1C(F)(F)F. The result is 0 (non-inhibitor). (6) The compound is COCC(=O)N1CCC2(CCCN(C(c3ccccc3)c3ccccc3)C2)CC1. The result is 0 (non-inhibitor). (7) The compound is O=C(Nc1ccnc(-c2cccnc2)n1)c1ccccc1Cl. The result is 1 (inhibitor). (8) The molecule is OC[C@@H]1O[C@@H](n2cnc3c(N[C@@H]4C[C@@H]5CC[C@H]4C5)ncnc32)[C@@H](O)[C@H]1O. The result is 0 (non-inhibitor). (9) The compound is CO[C@@H]1COC(=O)[C@H](COCc2ccccc2)NC(=O)C/C=C\[C@@H](C)[C@H](OC)COC(=O)[C@@H](C)NC(=O)C/C=C\[C@H]1C. The result is 0 (non-inhibitor).